Task: Predict the product of the given reaction.. Dataset: Forward reaction prediction with 1.9M reactions from USPTO patents (1976-2016) (1) Given the reactants Cl[C:2]1[CH:7]=[C:6]([CH3:8])[N:5]=[C:4]([NH:9][C:10](=[NH:20])[NH:11][C:12]2[CH:17]=[CH:16][C:15]([Cl:18])=[C:14]([Cl:19])[CH:13]=2)[N:3]=1.[NH2:21][CH:22]1[CH2:27][CH2:26][O:25][CH2:24][CH2:23]1.C(N(C(C)C)CC)(C)C.C(OCC)(=O)C, predict the reaction product. The product is: [Cl:19][C:14]1[CH:13]=[C:12]([NH:11][C:10](=[NH:20])[NH:9][C:4]2[N:3]=[C:2]([NH:21][CH:22]3[CH2:27][CH2:26][O:25][CH2:24][CH2:23]3)[CH:7]=[C:6]([CH3:8])[N:5]=2)[CH:17]=[CH:16][C:15]=1[Cl:18]. (2) Given the reactants [F:1][C:2]([F:21])([F:20])[C:3]1[C:4]([C:9]2[CH:18]=[C:17]3[C:12]([C:13](O)=[CH:14][CH:15]=[N:16]3)=[CH:11][CH:10]=2)=[N:5][CH:6]=[CH:7][CH:8]=1.O=P(Cl)(Cl)[Cl:24], predict the reaction product. The product is: [Cl:24][C:13]1[C:12]2[C:17](=[CH:18][C:9]([C:4]3[C:3]([C:2]([F:21])([F:20])[F:1])=[CH:8][CH:7]=[CH:6][N:5]=3)=[CH:10][CH:11]=2)[N:16]=[CH:15][CH:14]=1. (3) Given the reactants [C:1]([O:5][C:6]([NH:8][C:9]([CH3:17])([CH3:16])[CH2:10]/[CH:11]=[CH:12]/[C:13]([OH:15])=O)=[O:7])([CH3:4])([CH3:3])[CH3:2].ON1C2N=CC=CC=2N=N1.Cl.CN(C)CCCN=C=NCC.[C:40]1([C:66]2[CH:71]=[CH:70][CH:69]=[CH:68][CH:67]=2)[CH:45]=[CH:44][C:43]([CH2:46][C@@H:47]([NH:64][CH3:65])[C:48]([N:50]([CH3:63])[C@@H:51]([C:59](=[O:62])[NH:60][CH3:61])[CH2:52][C:53]2[CH:58]=[CH:57][CH:56]=[CH:55][CH:54]=2)=[O:49])=[CH:42][CH:41]=1.C(N(C(C)C)CC)(C)C, predict the reaction product. The product is: [C:1]([O:5][C:6](=[O:7])[NH:8][C:9]([CH3:17])([CH3:16])[CH2:10]/[CH:11]=[CH:12]/[C:13](=[O:15])[N:64]([C@@H:47]([C:48](=[O:49])[N:50]([CH3:63])[C@@H:51]([C:59](=[O:62])[NH:60][CH3:61])[CH2:52][C:53]1[CH:54]=[CH:55][CH:56]=[CH:57][CH:58]=1)[CH2:46][C:43]1[CH:42]=[CH:41][C:40]([C:66]2[CH:71]=[CH:70][CH:69]=[CH:68][CH:67]=2)=[CH:45][CH:44]=1)[CH3:65])([CH3:2])([CH3:3])[CH3:4]. (4) Given the reactants [CH3:1][C@H:2]1[NH:7][CH2:6][CH2:5][N:4]([C:8]2[CH:9]=[CH:10][C:11]3[N:12]([C:14]([C:17]([F:20])([F:19])[F:18])=[N:15][N:16]=3)[N:13]=2)[CH2:3]1.[N:21]1[CH:26]=[CH:25][C:24]([CH:27]=O)=[CH:23][CH:22]=1, predict the reaction product. The product is: [CH3:1][C@H:2]1[N:7]([CH2:27][C:24]2[CH:25]=[CH:26][N:21]=[CH:22][CH:23]=2)[CH2:6][CH2:5][N:4]([C:8]2[CH:9]=[CH:10][C:11]3[N:12]([C:14]([C:17]([F:18])([F:20])[F:19])=[N:15][N:16]=3)[N:13]=2)[CH2:3]1. (5) Given the reactants Cl.[CH3:2][C:3]1[CH:8]=[C:7]([CH3:9])[N:6]=[C:5]([C:10](Cl)=[N:11][OH:12])[CH:4]=1.C(Cl)(Cl)Cl.[CH2:18]([N:20](CC)CC)C.[C-]#N.[Na+], predict the reaction product. The product is: [CH3:2][C:3]1[CH:8]=[C:7]([CH3:9])[N:6]=[C:5]([C:10](=[N:11][OH:12])[C:18]#[N:20])[CH:4]=1. (6) Given the reactants C([O:3][C:4]([C:6]1[N:7]([C:26]2[CH:31]=[CH:30][C:29]([O:32][CH:33]([CH3:35])[CH3:34])=[CH:28][CH:27]=2)[C:8]2[C:13]([CH:14]=1)=[CH:12][C:11]([O:15][C:16]1[CH:21]=[CH:20][CH:19]=[C:18]([O:22][CH:23]([CH3:25])[CH3:24])[CH:17]=1)=[CH:10][CH:9]=2)=[O:5])C.O1CCOCC1.[OH-].[Na+].Cl, predict the reaction product. The product is: [CH:23]([O:22][C:18]1[CH:17]=[C:16]([CH:21]=[CH:20][CH:19]=1)[O:15][C:11]1[CH:12]=[C:13]2[C:8](=[CH:9][CH:10]=1)[N:7]([C:26]1[CH:31]=[CH:30][C:29]([O:32][CH:33]([CH3:35])[CH3:34])=[CH:28][CH:27]=1)[C:6]([C:4]([OH:5])=[O:3])=[CH:14]2)([CH3:24])[CH3:25].